Dataset: Reaction yield outcomes from USPTO patents with 853,638 reactions. Task: Predict the reaction yield, written as a fraction of the theoretical maximum amount of product (1.0 means a 100% yield; for example, 0.34 means a 34% yield). (1) The reactants are [F:1][C:2]1[CH:7]=[CH:6][CH:5]=[CH:4][C:3]=1[C:8](=O)[CH2:9][C:10]1[CH:15]=[CH:14][CH:13]=[CH:12][CH:11]=1.[CH2:17]([O:19][C:20]1[CH:21]=[C:22]([CH:25]=[C:26]([N+:29]([O-:31])=[O:30])[C:27]=1[OH:28])[CH:23]=O)[CH3:18].[NH2:32][C:33]([NH2:35])=[O:34].Cl. The catalyst is C(O)C. The product is [CH2:17]([O:19][C:20]1[CH:21]=[C:22]([CH:23]2[C:9]([C:10]3[CH:15]=[CH:14][CH:13]=[CH:12][CH:11]=3)=[C:8]([C:3]3[CH:4]=[CH:5][CH:6]=[CH:7][C:2]=3[F:1])[NH:35][C:33](=[O:34])[NH:32]2)[CH:25]=[C:26]([N+:29]([O-:31])=[O:30])[C:27]=1[OH:28])[CH3:18]. The yield is 0.397. (2) The reactants are Cl.[C:2]([CH:10]1[CH2:15][CH2:14][CH2:13][NH:12][CH2:11]1)(=[O:9])[C:3]1[CH:8]=[CH:7][CH:6]=[CH:5][CH:4]=1.Cl[C:17]1[N:22]([CH3:23])[C:21](=[O:24])[CH:20]=[C:19]([C:25]2[CH:30]=[CH:29][N:28]=[CH:27][CH:26]=2)[N:18]=1.C(N(CC)CC)C.O. The catalyst is O1CCCC1. The product is [C:2]([CH:10]1[CH2:15][CH2:14][CH2:13][N:12]([C:17]2[N:22]([CH3:23])[C:21](=[O:24])[CH:20]=[C:19]([C:25]3[CH:26]=[CH:27][N:28]=[CH:29][CH:30]=3)[N:18]=2)[CH2:11]1)(=[O:9])[C:3]1[CH:8]=[CH:7][CH:6]=[CH:5][CH:4]=1. The yield is 0.610. (3) The reactants are [CH3:1][C:2]([N:7]1[CH:11]=[C:10]([N+:12]([O-:14])=[O:13])[C:9]([CH3:15])=[N:8]1)([CH3:6])[C:3]([OH:5])=O.[C:16]([NH:19][NH2:20])(=[O:18])[CH3:17].CN(C(ON1N=NC2C=CC=NC1=2)=[N+](C)C)C.F[P-](F)(F)(F)(F)F.CCN(C(C)C)C(C)C. The catalyst is C(Cl)Cl. The product is [C:16]([NH:19][NH:20][C:3](=[O:5])[C:2]([CH3:1])([N:7]1[CH:11]=[C:10]([N+:12]([O-:14])=[O:13])[C:9]([CH3:15])=[N:8]1)[CH3:6])(=[O:18])[CH3:17]. The yield is 0.950. (4) The reactants are [CH3:1][O:2][C:3]1[CH:8]=[CH:7][C:6]([C@@H:9]2[C@H:13]([C:14]([O:16][CH2:17][CH3:18])=[O:15])[C@@H:12]([C:19]3[CH:27]=[CH:26][C:22]4[O:23][CH2:24][O:25][C:21]=4[CH:20]=3)[CH2:11][N:10]2[CH2:28][C:29]([N:31]([CH2:37][CH2:38][CH2:39][CH3:40])[CH2:32][CH2:33][CH2:34][CH2:35]O)=[O:30])=[CH:5][CH:4]=1.C(N(CC)CC)C.CS(Cl)(=O)=O.[Li+].[Br-:54]. The catalyst is C(OCC)C.CN(C=O)C.O. The product is [CH3:1][O:2][C:3]1[CH:8]=[CH:7][C:6]([C@@H:9]2[C@H:13]([C:14]([O:16][CH2:17][CH3:18])=[O:15])[C@@H:12]([C:19]3[CH:27]=[CH:26][C:22]4[O:23][CH2:24][O:25][C:21]=4[CH:20]=3)[CH2:11][N:10]2[CH2:28][C:29]([N:31]([CH2:37][CH2:38][CH2:39][CH3:40])[CH2:32][CH2:33][CH2:34][CH2:35][Br:54])=[O:30])=[CH:5][CH:4]=1. The yield is 0.900. (5) The reactants are Cl[C:2]1[N:7]=[C:6]([N:8]2[CH2:13][CH2:12][O:11][CH2:10][CH2:9]2)[CH:5]=[C:4]([Cl:14])[N:3]=1.CCN(C(C)C)C(C)C.[NH2:24][CH2:25][CH2:26][C:27]1[CH:28]=[N:29][CH:30]=[CH:31][CH:32]=1. The catalyst is O1CCOCC1. The product is [Cl:14][C:4]1[CH:5]=[C:6]([N:8]2[CH2:13][CH2:12][O:11][CH2:10][CH2:9]2)[N:7]=[C:2]([NH:24][CH2:25][CH2:26][C:27]2[CH:28]=[N:29][CH:30]=[CH:31][CH:32]=2)[N:3]=1. The yield is 0.750. (6) The reactants are C([O-])=O.[NH4+].[CH2:5]([O:12][C:13]1[CH:18]=[CH:17][C:16]([N+:19]([O-])=O)=[CH:15][C:14]=1[F:22])[C:6]1[CH:11]=[CH:10][CH:9]=[CH:8][CH:7]=1.C1(C)C=CC=CC=1. The catalyst is [Fe].O. The product is [CH2:5]([O:12][C:13]1[CH:18]=[CH:17][C:16]([NH2:19])=[CH:15][C:14]=1[F:22])[C:6]1[CH:7]=[CH:8][CH:9]=[CH:10][CH:11]=1. The yield is 1.00. (7) The reactants are [NH2:1][C:2]([C:4]1[C:27]([NH:28][CH3:29])=[N:26][C:7]2[N:8]([CH2:15][C@@H:16]([NH:18]C(=O)OC(C)(C)C)[CH3:17])[C:9]3[C:14]([C:6]=2[CH:5]=1)=[CH:13][CH:12]=[CH:11][CH:10]=3)=[O:3].C(O)(C(F)(F)F)=O.NC1C(C(N)=O)=CC2C3C(=CC=CC=3)N(C[C@@H](N)C)C=2N=1. No catalyst specified. The product is [NH2:18][C@@H:16]([CH3:17])[CH2:15][N:8]1[C:9]2[C:14](=[CH:13][CH:12]=[CH:11][CH:10]=2)[C:6]2[CH:5]=[C:4]([C:2]([NH2:1])=[O:3])[C:27]([NH:28][CH3:29])=[N:26][C:7]1=2. The yield is 0.350. (8) The reactants are Br[CH2:2][C:3]([O:5][CH3:6])=[O:4].[F:7][C:8]([F:32])([F:31])[C:9]1[N:13]2[N:14]=[C:15]([N:18]3[CH2:23][CH2:22][CH:21]([C:24]4[CH:29]=[CH:28][C:27]([OH:30])=[CH:26][CH:25]=4)[CH2:20][CH2:19]3)[CH:16]=[CH:17][C:12]2=[N:11][N:10]=1.C(=O)([O-])[O-].[K+].[K+]. The catalyst is CN(C=O)C. The product is [F:32][C:8]([F:7])([F:31])[C:9]1[N:13]2[N:14]=[C:15]([N:18]3[CH2:23][CH2:22][CH:21]([C:24]4[CH:29]=[CH:28][C:27]([O:30][CH2:2][C:3]([O:5][CH3:6])=[O:4])=[CH:26][CH:25]=4)[CH2:20][CH2:19]3)[CH:16]=[CH:17][C:12]2=[N:11][N:10]=1. The yield is 1.00.